Dataset: Forward reaction prediction with 1.9M reactions from USPTO patents (1976-2016). Task: Predict the product of the given reaction. (1) Given the reactants C(N(CC)CC)C.Cl.[Cl:9][C:10]1[CH:15]=[CH:14][C:13]([C@H:16]([NH2:19])[CH2:17][CH3:18])=[C:12]([F:20])[C:11]=1[O:21][C:22]1[CH:27]=[CH:26][CH:25]=[CH:24][CH:23]=1.[C:28]([NH2:34])(=[O:33])[CH2:29][C:30]([CH3:32])=O.C(O)(=O)C.C(O[BH-](OC(=O)C)OC(=O)C)(=O)C.[Na+].C(=O)([O-])O.[Na+], predict the reaction product. The product is: [ClH:9].[Cl:9][C:10]1[CH:15]=[CH:14][C:13]([C@H:16]([NH:19][C@@H:30]([CH3:32])[CH2:29][C:28]([NH2:34])=[O:33])[CH2:17][CH3:18])=[C:12]([F:20])[C:11]=1[O:21][C:22]1[CH:23]=[CH:24][CH:25]=[CH:26][CH:27]=1. (2) Given the reactants [H-].[Na+].[Br:3][C:4]1[CH:5]=[C:6]([OH:10])[CH:7]=[CH:8][CH:9]=1.Br[C:12]1[CH:13]=[N:14][CH:15]=[N:16][CH:17]=1.O, predict the reaction product. The product is: [Br:3][C:4]1[CH:5]=[C:6]([CH:7]=[CH:8][CH:9]=1)[O:10][C:12]1[CH:13]=[N:14][CH:15]=[N:16][CH:17]=1. (3) Given the reactants [C:1](Cl)(=[O:3])[CH3:2].[F:5][C:6]1[CH:12]=[CH:11][C:9]([NH2:10])=[C:8]([I:13])[CH:7]=1.C(N(CC)CC)C.C(=O)([O-])[O-].[K+].[K+], predict the reaction product. The product is: [F:5][C:6]1[CH:12]=[CH:11][C:9]([NH:10][C:1](=[O:3])[CH3:2])=[C:8]([I:13])[CH:7]=1. (4) Given the reactants [Cl-].[In+3].[Cl-].[Cl-].FC(F)(F)C(O)=O.[F:12][C:13]1[CH:14]=[C:15]2[C:19](=[C:20]([CH2:22][S:23]([CH3:26])(=[O:25])=[O:24])[CH:21]=1)[NH:18][CH:17]=[CH:16]2.[Cl:27][C:28]1[CH:33]=[C:32]([F:34])[CH:31]=[CH:30][C:29]=1[CH:35](O)[CH:36]1[CH2:38][CH:37]1[C:39]#[N:40], predict the reaction product. The product is: [Cl:27][C:28]1[CH:33]=[C:32]([F:34])[CH:31]=[CH:30][C:29]=1[CH:35]([C:16]1[C:15]2[C:19](=[C:20]([CH2:22][S:23]([CH3:26])(=[O:24])=[O:25])[CH:21]=[C:13]([F:12])[CH:14]=2)[NH:18][CH:17]=1)[CH:36]1[CH2:38][CH:37]1[C:39]#[N:40]. (5) Given the reactants Br[C:2]1[CH:7]=[N:6][CH:5]=[C:4]2[S:8][C:9]([C:11]([O:13][CH3:14])=[O:12])=[CH:10][C:3]=12.C1COCC1, predict the reaction product. The product is: [S:8]1[C:4]2=[CH:5][N:6]=[CH:7][CH:2]=[C:3]2[CH:10]=[C:9]1[C:11]([O:13][CH3:14])=[O:12].